The task is: Predict which catalyst facilitates the given reaction.. This data is from Catalyst prediction with 721,799 reactions and 888 catalyst types from USPTO. (1) Reactant: C[Si]([N-][Si](C)(C)C)(C)C.[Li+].C[Si](C)(C)[CH2:13][C:14]([O:16][CH3:17])=[O:15].[CH2:20]([O:27][C:28]1[CH:29]=[CH:30][C:31]2[CH2:35][C:34](=O)[C:32]=2[CH:33]=1)[C:21]1[CH:26]=[CH:25][CH:24]=[CH:23][CH:22]=1.CCOC(C)=O. Product: [CH2:20]([O:27][C:28]1[CH:29]=[CH:30][C:31]2[CH2:35]/[C:34](=[CH:13]\[C:14]([O:16][CH3:17])=[O:15])/[C:32]=2[CH:33]=1)[C:21]1[CH:22]=[CH:23][CH:24]=[CH:25][CH:26]=1. The catalyst class is: 1. (2) Reactant: Br[C:2]1[C:7]([O:8][CH2:9][CH2:10][O:11][Si](C(C)(C)C)(C)C)=[CH:6][CH:5]=[CH:4][N:3]=1.[O-:19][CH2:20][CH3:21].[Na+]. Product: [CH2:20]([O:19][C:2]1[C:7]([O:8][CH2:9][CH2:10][OH:11])=[CH:6][CH:5]=[CH:4][N:3]=1)[CH3:21]. The catalyst class is: 14. (3) Reactant: [C:9](O[C:9]([O:11][C:12]([CH3:15])([CH3:14])[CH3:13])=[O:10])([O:11][C:12]([CH3:15])([CH3:14])[CH3:13])=[O:10].[NH2:16][CH2:17][CH2:18][CH2:19][OH:20]. Product: [C:12]([O:11][C:9]([NH:16][CH2:17][CH2:18][CH2:19][OH:20])=[O:10])([CH3:13])([CH3:14])[CH3:15]. The catalyst class is: 2.